This data is from Full USPTO retrosynthesis dataset with 1.9M reactions from patents (1976-2016). The task is: Predict the reactants needed to synthesize the given product. The reactants are: [F:1][C:2]1[CH:7]=[CH:6][C:5](B(O)O)=[CH:4][C:3]=1[C:11]1[C:16]([F:17])=[CH:15][C:14]([F:18])=[CH:13][N:12]=1.Br[C:20]1[N:24]2[CH:25]=[CH:26][C:27]([C:29]([OH:32])([CH3:31])[CH3:30])=[N:28][C:23]2=[N:22][CH:21]=1. Given the product [F:17][C:16]1[C:11]([C:3]2[CH:4]=[C:5]([C:20]3[N:24]4[CH:25]=[CH:26][C:27]([C:29]([OH:32])([CH3:30])[CH3:31])=[N:28][C:23]4=[N:22][CH:21]=3)[CH:6]=[CH:7][C:2]=2[F:1])=[N:12][CH:13]=[C:14]([F:18])[CH:15]=1, predict the reactants needed to synthesize it.